Dataset: NCI-60 drug combinations with 297,098 pairs across 59 cell lines. Task: Regression. Given two drug SMILES strings and cell line genomic features, predict the synergy score measuring deviation from expected non-interaction effect. (1) Drug 1: CC1=C(C(=CC=C1)Cl)NC(=O)C2=CN=C(S2)NC3=CC(=NC(=N3)C)N4CCN(CC4)CCO. Drug 2: C1CCC(C(C1)[NH-])[NH-].C(=O)(C(=O)[O-])[O-].[Pt+4]. Cell line: T-47D. Synergy scores: CSS=24.6, Synergy_ZIP=-9.51, Synergy_Bliss=-6.45, Synergy_Loewe=-1.87, Synergy_HSA=-0.553. (2) Drug 1: C1=NNC2=C1C(=O)NC=N2. Drug 2: COC1=C2C(=CC3=C1OC=C3)C=CC(=O)O2. Cell line: HT29. Synergy scores: CSS=5.56, Synergy_ZIP=-0.359, Synergy_Bliss=2.28, Synergy_Loewe=1.56, Synergy_HSA=1.46.